From a dataset of NCI-60 drug combinations with 297,098 pairs across 59 cell lines. Regression. Given two drug SMILES strings and cell line genomic features, predict the synergy score measuring deviation from expected non-interaction effect. (1) Drug 1: CC=C1C(=O)NC(C(=O)OC2CC(=O)NC(C(=O)NC(CSSCCC=C2)C(=O)N1)C(C)C)C(C)C. Drug 2: C(CCl)NC(=O)N(CCCl)N=O. Cell line: SNB-19. Synergy scores: CSS=66.0, Synergy_ZIP=2.78, Synergy_Bliss=3.52, Synergy_Loewe=-63.5, Synergy_HSA=5.04. (2) Synergy scores: CSS=7.83, Synergy_ZIP=-2.33, Synergy_Bliss=1.62, Synergy_Loewe=1.15, Synergy_HSA=1.37. Drug 2: C(=O)(N)NO. Drug 1: CS(=O)(=O)C1=CC(=C(C=C1)C(=O)NC2=CC(=C(C=C2)Cl)C3=CC=CC=N3)Cl. Cell line: UACC62. (3) Drug 1: CNC(=O)C1=CC=CC=C1SC2=CC3=C(C=C2)C(=NN3)C=CC4=CC=CC=N4. Drug 2: CC(C1=C(C=CC(=C1Cl)F)Cl)OC2=C(N=CC(=C2)C3=CN(N=C3)C4CCNCC4)N. Cell line: ACHN. Synergy scores: CSS=10.8, Synergy_ZIP=-2.84, Synergy_Bliss=2.95, Synergy_Loewe=2.48, Synergy_HSA=2.12. (4) Drug 1: CC1OCC2C(O1)C(C(C(O2)OC3C4COC(=O)C4C(C5=CC6=C(C=C35)OCO6)C7=CC(=C(C(=C7)OC)O)OC)O)O. Drug 2: CNC(=O)C1=NC=CC(=C1)OC2=CC=C(C=C2)NC(=O)NC3=CC(=C(C=C3)Cl)C(F)(F)F. Cell line: SK-OV-3. Synergy scores: CSS=12.9, Synergy_ZIP=-8.93, Synergy_Bliss=-5.60, Synergy_Loewe=-10.8, Synergy_HSA=-3.49. (5) Drug 1: C1=CC(=CC=C1CCC2=CNC3=C2C(=O)NC(=N3)N)C(=O)NC(CCC(=O)O)C(=O)O. Drug 2: CC1=C2C(C(=O)C3(C(CC4C(C3C(C(C2(C)C)(CC1OC(=O)C(C(C5=CC=CC=C5)NC(=O)OC(C)(C)C)O)O)OC(=O)C6=CC=CC=C6)(CO4)OC(=O)C)O)C)O. Cell line: U251. Synergy scores: CSS=48.2, Synergy_ZIP=-6.74, Synergy_Bliss=-7.59, Synergy_Loewe=-4.55, Synergy_HSA=-1.01. (6) Synergy scores: CSS=-3.75, Synergy_ZIP=-2.68, Synergy_Bliss=-9.46, Synergy_Loewe=-11.9, Synergy_HSA=-11.6. Cell line: HS 578T. Drug 1: CC1=C(C=C(C=C1)NC2=NC=CC(=N2)N(C)C3=CC4=NN(C(=C4C=C3)C)C)S(=O)(=O)N.Cl. Drug 2: C(CC(=O)O)C(=O)CN.Cl. (7) Drug 1: CCC1(CC2CC(C3=C(CCN(C2)C1)C4=CC=CC=C4N3)(C5=C(C=C6C(=C5)C78CCN9C7C(C=CC9)(C(C(C8N6C)(C(=O)OC)O)OC(=O)C)CC)OC)C(=O)OC)O.OS(=O)(=O)O. Drug 2: CCCCC(=O)OCC(=O)C1(CC(C2=C(C1)C(=C3C(=C2O)C(=O)C4=C(C3=O)C=CC=C4OC)O)OC5CC(C(C(O5)C)O)NC(=O)C(F)(F)F)O. Cell line: CCRF-CEM. Synergy scores: CSS=65.4, Synergy_ZIP=-5.87, Synergy_Bliss=-14.8, Synergy_Loewe=-12.5, Synergy_HSA=-12.3. (8) Drug 1: COC1=C(C=C2C(=C1)N=CN=C2NC3=CC(=C(C=C3)F)Cl)OCCCN4CCOCC4. Drug 2: CCC1(CC2CC(C3=C(CCN(C2)C1)C4=CC=CC=C4N3)(C5=C(C=C6C(=C5)C78CCN9C7C(C=CC9)(C(C(C8N6C)(C(=O)OC)O)OC(=O)C)CC)OC)C(=O)OC)O.OS(=O)(=O)O. Cell line: TK-10. Synergy scores: CSS=26.7, Synergy_ZIP=-1.38, Synergy_Bliss=-1.43, Synergy_Loewe=1.18, Synergy_HSA=3.22. (9) Drug 1: CC1=CC2C(CCC3(C2CCC3(C(=O)C)OC(=O)C)C)C4(C1=CC(=O)CC4)C. Drug 2: CC1CCC2CC(C(=CC=CC=CC(CC(C(=O)C(C(C(=CC(C(=O)CC(OC(=O)C3CCCCN3C(=O)C(=O)C1(O2)O)C(C)CC4CCC(C(C4)OC)O)C)C)O)OC)C)C)C)OC. Cell line: NCI-H522. Synergy scores: CSS=18.1, Synergy_ZIP=-3.44, Synergy_Bliss=-4.88, Synergy_Loewe=-30.4, Synergy_HSA=-4.60.